This data is from Forward reaction prediction with 1.9M reactions from USPTO patents (1976-2016). The task is: Predict the product of the given reaction. (1) Given the reactants COC(C1C([C:17]2[CH:22]=[CH:21][CH:20]=[C:19]([F:23])C=2Cl)N(C2CCCCO2)OC=1C)=O.[OH-:25].[Na+].[ClH:27].[NH2:28][C:29]1[CH:30]=[C:31]([CH2:35][C:36]([NH:38][C:39]2[CH:44]=[C:43]([O:45][CH3:46])[C:42]([O:47][CH3:48])=[C:41]([O:49][CH3:50])[CH:40]=2)=[O:37])[CH:32]=[CH:33][CH:34]=1.CCN=C=NC[CH2:57][CH2:58]N(C)C.[CH:62]1[CH:67]=N[C:65]2[N:68]([OH:71])N=N[C:64]=2[CH:63]=1.[CH2:72]1[CH2:76][O:75][CH2:74][CH2:73]1, predict the reaction product. The product is: [CH3:50][O:49][C:41]1[CH:40]=[C:39]([NH:38][C:36](=[O:37])[CH2:35][C:31]2[CH:32]=[CH:33][CH:34]=[C:29]([NH:28][C:74]([C:73]3[CH:72]([C:76]4[C:19]([F:23])=[CH:20][CH:21]=[CH:22][C:17]=4[Cl:27])[N:68]([CH:65]4[CH2:64][CH2:63][CH2:62][CH2:67][O:25]4)[O:71][C:57]=3[CH3:58])=[O:75])[CH:30]=2)[CH:44]=[C:43]([O:45][CH3:46])[C:42]=1[O:47][CH3:48]. (2) Given the reactants CN(C([O:8]N1N=NC2C=CC=NC1=2)=[N+](C)C)C.F[P-](F)(F)(F)(F)F.C([N:28]([CH2:32]C)C(C)C)(C)C.[C:34]([O:38][C:39]([NH:41][C@H:42]([C:45]([OH:47])=O)[CH2:43][OH:44])=[O:40])([CH3:37])([CH3:36])[CH3:35].Cl.[CH2:49](N(CCN)C(=O)O)[C:50]1[CH:55]=[CH:54][CH:53]=[CH:52][CH:51]=1.C[N:64]([CH:66]=[O:67])[CH3:65], predict the reaction product. The product is: [CH2:49]([O:8][C:66](=[O:67])[NH:64][CH2:65][CH2:32][NH:28][C:45](=[O:47])[C@H:42]([CH2:43][OH:44])[NH:41][C:39]([O:38][C:34]([CH3:35])([CH3:36])[CH3:37])=[O:40])[C:50]1[CH:51]=[CH:52][CH:53]=[CH:54][CH:55]=1. (3) The product is: [CH2:1]([O:8][C:9]([CH:11]1[CH2:15][CH2:14][CH:13]([NH:17][C:18]2[CH:23]=[CH:22][CH:21]=[CH:20][CH:19]=2)[CH2:12]1)=[O:10])[C:2]1[CH:7]=[CH:6][CH:5]=[CH:4][CH:3]=1. Given the reactants [CH2:1]([O:8][C:9]([CH:11]1[CH2:15][CH2:14][C:13](=O)[CH2:12]1)=[O:10])[C:2]1[CH:7]=[CH:6][CH:5]=[CH:4][CH:3]=1.[NH2:17][C:18]1[CH:23]=[CH:22][CH:21]=[CH:20][CH:19]=1.C(O[BH-](OC(=O)C)OC(=O)C)(=O)C.[Na+].C(=O)([O-])[O-].[K+].[K+], predict the reaction product. (4) Given the reactants [C:1]([Si:5]([O:8][C:9]1[CH:14]=[C:13]([O:15][CH3:16])[CH:12]=[C:11]([O:17][CH3:18])[CH:10]=1)([CH3:7])[CH3:6])([CH3:4])([CH3:3])[CH3:2].C([Li])CCC.C(O[B:28]1[O:32][C:31]([CH3:34])([CH3:33])[C:30]([CH3:36])([CH3:35])[O:29]1)(C)C.C(OCC)C, predict the reaction product. The product is: [C:1]([Si:5]([O:8][C:9]1[CH:10]=[C:11]([O:17][CH3:18])[C:12]([B:28]2[O:32][C:31]([CH3:34])([CH3:33])[C:30]([CH3:36])([CH3:35])[O:29]2)=[C:13]([O:15][CH3:16])[CH:14]=1)([CH3:7])[CH3:6])([CH3:4])([CH3:3])[CH3:2]. (5) The product is: [C:17]([O:9][C:3]1[CH:4]=[C:5]([CH3:8])[CH:6]=[CH:7][C:2]=1[F:1])(=[O:24])[C:18]1[CH:23]=[CH:22][CH:21]=[CH:20][CH:19]=1. Given the reactants [F:1][C:2]1[CH:7]=[CH:6][C:5]([CH3:8])=[CH:4][C:3]=1[OH:9].CCN(CC)CC.[C:17](Cl)(=[O:24])[C:18]1[CH:23]=[CH:22][CH:21]=[CH:20][CH:19]=1, predict the reaction product. (6) Given the reactants C1COCC1.[N:6]1([CH2:11][CH2:12][OH:13])[CH2:10][CH2:9][CH2:8][CH2:7]1.[H-].[Na+].[F:16][C:17]1[CH:18]=[C:19]([N+:24]([O-:26])=[O:25])[CH:20]=[CH:21][C:22]=1F, predict the reaction product. The product is: [F:16][C:17]1[CH:18]=[C:19]([N+:24]([O-:26])=[O:25])[CH:20]=[CH:21][C:22]=1[O:13][CH2:12][CH2:11][N:6]1[CH2:10][CH2:9][CH2:8][CH2:7]1. (7) Given the reactants [NH:1]([C:3]1[C:8]([C:9]2[CH:14]=[CH:13][CH:12]=[CH:11][CH:10]=2)=[C:7]([C:15]2[CH:20]=[CH:19][CH:18]=[CH:17][CH:16]=2)[N:6]=[C:5]([C:21]([F:24])([F:23])[F:22])[N:4]=1)[NH2:2].[C:25]([C:27](=[C:37](SC)[S:38][CH3:39])[C:28]([NH:30][C:31]1[CH:36]=[CH:35][CH:34]=[CH:33][CH:32]=1)=[O:29])#[N:26], predict the reaction product. The product is: [NH2:26][C:25]1[N:1]([C:3]2[C:8]([C:9]3[CH:10]=[CH:11][CH:12]=[CH:13][CH:14]=3)=[C:7]([C:15]3[CH:20]=[CH:19][CH:18]=[CH:17][CH:16]=3)[N:6]=[C:5]([C:21]([F:24])([F:23])[F:22])[N:4]=2)[N:2]=[C:37]([S:38][CH3:39])[C:27]=1[C:28]([NH:30][C:31]1[CH:36]=[CH:35][CH:34]=[CH:33][CH:32]=1)=[O:29]. (8) Given the reactants [F:1][C:2]1[CH:7]=[C:6]([F:8])[CH:5]=[CH:4][C:3]=1[NH2:9].N1C=CC=CC=1.[CH3:16][CH:17]([S:19](Cl)(=[O:21])=[O:20])[CH3:18].CN(C1C=CC=CN=1)C, predict the reaction product. The product is: [F:1][C:2]1[CH:7]=[C:6]([F:8])[CH:5]=[CH:4][C:3]=1[NH:9][S:19]([CH:17]([CH3:18])[CH3:16])(=[O:21])=[O:20].